This data is from Reaction yield outcomes from USPTO patents with 853,638 reactions. The task is: Predict the reaction yield, written as a fraction of the theoretical maximum amount of product (1.0 means a 100% yield; for example, 0.34 means a 34% yield). (1) The reactants are [OH:1][C:2]1[CH:3]=[CH:4][C:5]([C:8]([N:10]([O:12][CH3:13])[CH3:11])=[O:9])=[N:6][CH:7]=1.[CH3:14][N:15]([CH3:19])[CH2:16][CH2:17]O.C1C=CC(P(C2C=CC=CC=2)C2C=CC=CC=2)=CC=1.CC(OC(/N=N/C(OC(C)C)=O)=O)C. The catalyst is C1COCC1. The product is [CH3:14][N:15]([CH3:19])[CH2:16][CH2:17][O:1][C:2]1[CH:3]=[CH:4][C:5]([C:8]([N:10]([O:12][CH3:13])[CH3:11])=[O:9])=[N:6][CH:7]=1. The yield is 0.400. (2) The product is [O:30]1[CH:34]=[CH:33][CH:32]=[C:31]1[C:2]1[C:10]2[O:9][CH2:8][C@H:7]([C:11]3[CH:12]=[CH:13][C:14]([CH:17]([CH3:19])[CH3:18])=[CH:15][CH:16]=3)[C:6]=2[C:5]([CH3:20])=[C:4]([NH:21][C:22](=[O:28])[CH2:23][C:24]([CH3:26])([CH3:25])[CH3:27])[C:3]=1[CH3:29]. No catalyst specified. The reactants are Br[C:2]1[C:10]2[O:9][CH2:8][C@H:7]([C:11]3[CH:16]=[CH:15][C:14]([CH:17]([CH3:19])[CH3:18])=[CH:13][CH:12]=3)[C:6]=2[C:5]([CH3:20])=[C:4]([NH:21][C:22](=[O:28])[CH2:23][C:24]([CH3:27])([CH3:26])[CH3:25])[C:3]=1[CH3:29].[O:30]1[CH:34]=[CH:33][CH:32]=[C:31]1C(C1C=CC=CC=1)(C1C=CC=CC=1)O. The yield is 0.0600. (3) The reactants are [CH3:1][O:2][C:3]1[CH:19]=[CH:18][C:6]([CH2:7][N:8]2[C:12]3[N:13]=[CH:14][CH:15]=[C:16]([OH:17])[C:11]=3[CH:10]=[N:9]2)=[CH:5][CH:4]=1.[Br:20]Br. The catalyst is C(O)C. The product is [Br:20][C:15]1[CH:14]=[N:13][C:12]2[N:8]([CH2:7][C:6]3[CH:5]=[CH:4][C:3]([O:2][CH3:1])=[CH:19][CH:18]=3)[N:9]=[CH:10][C:11]=2[C:16]=1[OH:17]. The yield is 0.830. (4) The reactants are [F:1][C:2]1[CH:7]=[CH:6][C:5]([C:8]([CH3:24])([CH3:23])[C:9](=O)[CH2:10][NH:11][C:12]([NH:14][C:15]2[CH:20]=[CH:19][C:18]([F:21])=[CH:17][CH:16]=2)=[S:13])=[CH:4][C:3]=1[O:25][CH3:26]. The catalyst is CC(O)=O. The product is [F:1][C:2]1[CH:7]=[CH:6][C:5]([C:8]([C:9]2[N:14]([C:15]3[CH:20]=[CH:19][C:18]([F:21])=[CH:17][CH:16]=3)[C:12](=[S:13])[NH:11][CH:10]=2)([CH3:24])[CH3:23])=[CH:4][C:3]=1[O:25][CH3:26]. The yield is 0.940.